This data is from Catalyst prediction with 721,799 reactions and 888 catalyst types from USPTO. The task is: Predict which catalyst facilitates the given reaction. Reactant: [I:1]I.[NH:3]1[C:11]2[C:6](=[CH:7][CH:8]=[CH:9][C:10]=2[CH:12]=[O:13])[CH:5]=[CH:4]1.[OH-].[K+].C(OC(=O)C)C. Product: [I:1][C:5]1[C:6]2[C:11](=[C:10]([CH:12]=[O:13])[CH:9]=[CH:8][CH:7]=2)[NH:3][CH:4]=1. The catalyst class is: 35.